Dataset: Full USPTO retrosynthesis dataset with 1.9M reactions from patents (1976-2016). Task: Predict the reactants needed to synthesize the given product. (1) Given the product [Br:25][CH2:20][C:5]1[C:6]2[N:10]=[N:9][N:8]([CH2:11][O:12][CH2:13][CH2:14][Si:15]([CH3:18])([CH3:17])[CH3:16])[C:7]=2[CH:19]=[C:3]([C:2]([F:23])([F:22])[F:1])[CH:4]=1, predict the reactants needed to synthesize it. The reactants are: [F:1][C:2]([F:23])([F:22])[C:3]1[CH:4]=[C:5]([CH2:20]O)[C:6]2[N:10]=[N:9][N:8]([CH2:11][O:12][CH2:13][CH2:14][Si:15]([CH3:18])([CH3:17])[CH3:16])[C:7]=2[CH:19]=1.C(Br)(Br)(Br)[Br:25].C1(P(C2C=CC=CC=2)C2C=CC=CC=2)C=CC=CC=1. (2) Given the product [CH3:13][O:12][C:10]1[CH:11]=[C:2]2[C:3]([C:4](=[O:5])[NH:25][CH:23]=[N:1]2)=[CH:8][C:9]=1[O:14][CH2:15][CH2:16][O:17][CH3:18], predict the reactants needed to synthesize it. The reactants are: [NH2:1][C:2]1[CH:11]=[C:10]([O:12][CH3:13])[C:9]([O:14][CH2:15][CH2:16][O:17][CH3:18])=[CH:8][C:3]=1[C:4](OC)=[O:5].CC(O)=O.[CH:23]([NH2:25])=O.